From a dataset of Reaction yield outcomes from USPTO patents with 853,638 reactions. Predict the reaction yield, written as a fraction of the theoretical maximum amount of product (1.0 means a 100% yield; for example, 0.34 means a 34% yield). The reactants are [Br:1][C:2]1[CH:7]=[CH:6][C:5]([F:8])=[CH:4][C:3]=1[C:9]1[NH:13][N:12]=[N:11][N:10]=1.IC.[C:16](=O)([O-])[O-].[K+].[K+]. The catalyst is CN(C)C=O. The product is [Br:1][C:2]1[CH:7]=[CH:6][C:5]([F:8])=[CH:4][C:3]=1[C:9]1[N:10]=[N:11][N:12]([CH3:16])[N:13]=1. The yield is 0.610.